From a dataset of Reaction yield outcomes from USPTO patents with 853,638 reactions. Predict the reaction yield, written as a fraction of the theoretical maximum amount of product (1.0 means a 100% yield; for example, 0.34 means a 34% yield). (1) The reactants are [CH2:1]([O:3][C:4]([C:6]1[CH:10]=[C:9]([C:11]2[CH:16]=[CH:15][C:14]([O:17][C:18]([F:21])([F:20])[F:19])=[CH:13][CH:12]=2)[NH:8][N:7]=1)=[O:5])[CH3:2].[OH-].[K+].[CH3:24]I. The yield is 0.700. The catalyst is C(O)C. The product is [CH2:1]([O:3][C:4]([C:6]1[N:7]([CH3:24])[N:8]=[C:9]([C:11]2[CH:16]=[CH:15][C:14]([O:17][C:18]([F:21])([F:20])[F:19])=[CH:13][CH:12]=2)[CH:10]=1)=[O:5])[CH3:2].[CH2:1]([O:3][C:4]([C:6]1[CH:10]=[C:9]([C:11]2[CH:16]=[CH:15][C:14]([O:17][C:18]([F:21])([F:20])[F:19])=[CH:13][CH:12]=2)[N:8]([CH3:24])[N:7]=1)=[O:5])[CH3:2]. (2) The reactants are [F:1][C:2]1[CH:7]=[CH:6][C:5]([C:8]2[CH2:12][C:11]([C:14]([F:17])([F:16])[F:15])(O)[O:10][N:9]=2)=[CH:4][CH:3]=1.C1(C2CC(O)(C(F)(F)F)ON=2)C=CC=CC=1. No catalyst specified. The product is [F:1][C:2]1[CH:3]=[CH:4][C:5]([C:8]2[CH:12]=[C:11]([C:14]([F:16])([F:15])[F:17])[O:10][N:9]=2)=[CH:6][CH:7]=1. The yield is 0.980. (3) The reactants are [N+:1]([C:4]1[C:13]2[C:8](=[CH:9][CH:10]=[CH:11][CH:12]=2)[CH:7]=[CH:6][C:5]=1[NH:14][C:15]1[CH:20]=[CH:19][C:18]([NH:21][C:22](=[O:28])[O:23][C:24]([CH3:27])([CH3:26])[CH3:25])=[CH:17][CH:16]=1)([O-])=O. The catalyst is O1CCCC1.CO.[Pt]=O. The product is [NH2:1][C:4]1[C:13]2[C:8](=[CH:9][CH:10]=[CH:11][CH:12]=2)[CH:7]=[CH:6][C:5]=1[NH:14][C:15]1[CH:20]=[CH:19][C:18]([NH:21][C:22](=[O:28])[O:23][C:24]([CH3:26])([CH3:25])[CH3:27])=[CH:17][CH:16]=1. The yield is 0.910. (4) The catalyst is C(#N)C. The product is [C:1]([C:4]1[C:22](=[O:23])[C@@:8]2([CH3:24])[C:9]3[C:15]([OH:16])=[CH:14][C:13]([O:17][CH3:18])=[C:12]([C:19]([NH:21][CH2:38][C:29]4[C:30]5[C:35](=[CH:34][CH:33]=[CH:32][CH:31]=5)[CH:36]=[CH:37][C:28]=4[CH2:26][CH3:27])=[O:20])[C:10]=3[O:11][C:7]2=[CH:6][C:5]=1[OH:25])(=[O:3])[CH3:2]. The reactants are [C:1]([C:4]1[C:22](=[O:23])[C@@:8]2([CH3:24])[C:9]3[C:15]([OH:16])=[CH:14][C:13]([O:17][CH3:18])=[C:12]([C:19]([NH2:21])=[O:20])[C:10]=3[O:11][C:7]2=[CH:6][C:5]=1[OH:25])(=[O:3])[CH3:2].[CH2:26]([C:28]1[CH:37]=[CH:36][C:35]2[C:30](=[CH:31][CH:32]=[CH:33][CH:34]=2)[C:29]=1[CH:38]=O)[CH3:27].C([SiH](CC)CC)C.FC(F)(F)C(O)=O. The yield is 0.800. (5) The reactants are Cl[CH2:2][CH2:3][O:4][C:5]1[C:13]2[C:8](=[N:9][CH:10]=[N:11][C:12]=2[NH:14][C:15]2[CH:20]=[CH:19][C:18]([O:21][C:22]3[CH:23]=[N:24][C:25]([CH3:28])=[CH:26][CH:27]=3)=[C:17]([Cl:29])[CH:16]=2)[NH:7][N:6]=1.[F:30][CH:31]1[CH2:36][CH2:35][NH:34][CH2:33][CH2:32]1. No catalyst specified. The product is [Cl:29][C:17]1[CH:16]=[C:15]([NH:14][C:12]2[N:11]=[CH:10][N:9]=[C:8]3[NH:7][N:6]=[C:5]([O:4][CH2:3][CH2:2][N:34]4[CH2:35][CH2:36][CH:31]([F:30])[CH2:32][CH2:33]4)[C:13]=23)[CH:20]=[CH:19][C:18]=1[O:21][C:22]1[CH:23]=[N:24][C:25]([CH3:28])=[CH:26][CH:27]=1. The yield is 0.430. (6) The reactants are [Br:1][C:2]1[N:3]=[C:4]([C:23]#[CH:24])[C:5]([N:8]([C:16]([O:18][C:19]([CH3:22])([CH3:21])[CH3:20])=[O:17])[C:9](=[O:15])[O:10][C:11]([CH3:14])([CH3:13])[CH3:12])=[N:6][CH:7]=1.Cl[C:26](=[N:48][OH:49])[C:27]1[CH:47]=[CH:46][C:30]([CH2:31][N:32]([CH:40]2CCOCC2)[C:33](=[O:39])[O:34][C:35]([CH3:38])([CH3:37])[CH3:36])=[CH:29][CH:28]=1.C(N(CC)CC)C. The catalyst is C(Cl)Cl.O. The product is [C:11]([O:10][C:9](=[O:15])[N:8]([C:5]1[C:4]([C:23]2[O:49][N:48]=[C:26]([C:27]3[CH:28]=[CH:29][C:30]([CH2:31][N:32]([C:33]([O:34][C:35]([CH3:38])([CH3:37])[CH3:36])=[O:39])[CH3:40])=[CH:46][CH:47]=3)[CH:24]=2)=[N:3][C:2]([Br:1])=[CH:7][N:6]=1)[C:16]([O:18][C:19]([CH3:22])([CH3:21])[CH3:20])=[O:17])([CH3:13])([CH3:14])[CH3:12]. The yield is 0.920. (7) The reactants are [CH3:1][C:2]1([CH3:9])[O:6][C@H:5]([CH2:7][OH:8])[CH2:4][O:3]1.[H-].[Na+].Br[C:13]1[N:21]=[CH:20][CH:19]=[CH:18][C:14]=1[C:15]([OH:17])=[O:16].Cl. The catalyst is C1COCC1.[Cl-].[Na+].O. The product is [CH3:1][C:2]1([CH3:9])[O:6][C@H:5]([CH2:7][O:8][C:13]2[N:21]=[CH:20][CH:19]=[CH:18][C:14]=2[C:15]([OH:17])=[O:16])[CH2:4][O:3]1. The yield is 0.920. (8) The reactants are [Br:1][C:2]1[CH:3]=[CH:4][C:5]2[NH:6][C:7]3[C:12]([C:13]=2[CH:14]=1)=[CH:11][CH:10]=[CH:9][CH:8]=3.[C:15](OC(=O)C)(=[O:17])[CH3:16]. The catalyst is OS(O)(=O)=O.C(Cl)(Cl)Cl. The product is [Br:1][C:2]1[CH:3]=[CH:4][C:5]2[N:6]([C:15](=[O:17])[CH3:16])[C:7]3[C:12]([C:13]=2[CH:14]=1)=[CH:11][CH:10]=[CH:9][CH:8]=3. The yield is 0.510. (9) The reactants are Br[C:2]1[CH:9]=[CH:8][C:5]([C:6]#[N:7])=[CH:4][CH:3]=1.[C:10]([O:14][CH2:15][CH3:16])(=[O:13])[CH:11]=[CH2:12].C(N(CC)CC)C. The catalyst is CN(C=O)C.C([O-])(=O)C.[Pd+2].C([O-])(=O)C.C1(C)C=CC=CC=1P(C1C=CC=CC=1C)C1C=CC=CC=1C. The product is [CH2:15]([O:14][C:10](=[O:13])[CH:11]=[CH:12][C:2]1[CH:9]=[CH:8][C:5]([C:6]#[N:7])=[CH:4][CH:3]=1)[CH3:16]. The yield is 0.900. (10) The reactants are [C:1]([O:4][C:5]1[CH:13]=[CH:12][C:11]([Cl:14])=[CH:10][C:6]=1[C:7]([OH:9])=O)(=[O:3])[CH3:2].[NH2:15][N:16]1[CH:21]=[CH:20][CH:19]=[CH:18][NH:17]1. No catalyst specified. The product is [C:1]([O:4][C:5]1[CH:13]=[CH:12][C:11]([Cl:14])=[CH:10][C:6]=1[C:7]([NH:15][N:16]1[CH:21]=[CH:20][CH:19]=[CH:18][NH:17]1)=[O:9])(=[O:3])[CH3:2]. The yield is 0.197.